This data is from Forward reaction prediction with 1.9M reactions from USPTO patents (1976-2016). The task is: Predict the product of the given reaction. (1) Given the reactants [CH2:1]([O:3][C:4]([CH:6]1[CH2:11][CH2:10][N:9]([C:12]2[C:17]([N+:18]([O-:20])=[O:19])=[C:16](Cl)[N:15]=[CH:14][N:13]=2)[CH2:8][CH2:7]1)=[O:5])[CH3:2].[C:22]([C:24]1[CH:29]=[CH:28][CH:27]=[CH:26][C:25]=1[C:30]([F:33])([F:32])[F:31])#[CH:23], predict the reaction product. The product is: [CH2:1]([O:3][C:4]([CH:6]1[CH2:11][CH2:10][N:9]([C:12]2[C:17]([N+:18]([O-:20])=[O:19])=[C:16]([C:23]#[C:22][C:24]3[CH:29]=[CH:28][CH:27]=[CH:26][C:25]=3[C:30]([F:31])([F:32])[F:33])[N:15]=[CH:14][N:13]=2)[CH2:8][CH2:7]1)=[O:5])[CH3:2]. (2) The product is: [CH3:47][C:40]1([CH3:48])[C:39]2[C:43](=[CH:44][CH:45]=[C:37]([C:6]3[N:2]([CH3:1])[C:3]([C:7]#[N:8])=[CH:4][CH:5]=3)[CH:38]=2)[NH:42][C:41]1=[O:46]. Given the reactants [CH3:1][N:2]1[CH:6]=[CH:5][CH:4]=[C:3]1[C:7]#[N:8].B(OC(C)C)(OC(C)C)OC(C)C.C([N-]C(C)C)(C)C.[Li+].C(=O)([O-])[O-].[Na+].[Na+].Br[C:37]1[CH:38]=[C:39]2[C:43](=[CH:44][CH:45]=1)[NH:42][C:41](=[O:46])[C:40]2([CH3:48])[CH3:47], predict the reaction product. (3) The product is: [C:10]([O:9][C:8]([NH:7][CH2:6][C:5]1[CH:15]=[CH:16][C:2]([O:1][CH2:27][CH2:26][C:25]([O:29][CH3:30])=[O:28])=[CH:3][CH:4]=1)=[O:14])([CH3:12])([CH3:13])[CH3:11]. Given the reactants [OH:1][C:2]1[CH:16]=[CH:15][C:5]([CH2:6][NH:7][C:8](=[O:14])[O:9][C:10]([CH3:13])([CH3:12])[CH3:11])=[CH:4][CH:3]=1.C1(C=CC(O)=CC=1)O.[C:25]([O:29][CH3:30])(=[O:28])[CH:26]=[CH2:27], predict the reaction product. (4) Given the reactants [Cl:1][C:2]1[CH:7]=[CH:6][C:5](B2OC(C)(C)C(C)(C)O2)=[CH:4][C:3]=1[CH3:17].Cl[C:19]1[CH:20]=[C:21]([CH2:25][N:26]2[CH:30]=[CH:29][N:28]=[C:27]2[CH3:31])[N:22]=[N:23][CH:24]=1, predict the reaction product. The product is: [ClH:1].[Cl:1][C:2]1[CH:7]=[CH:6][C:5]([C:19]2[CH:20]=[C:21]([CH2:25][N:26]3[CH:30]=[CH:29][N:28]=[C:27]3[CH3:31])[N:22]=[N:23][CH:24]=2)=[CH:4][C:3]=1[CH3:17]. (5) Given the reactants [CH3:1][O:2][C:3]1[CH:4]=[C:5]2[C:9](=[CH:10][C:11]=1[N+:12]([O-])=O)[N:8]([C:15](=[O:23])[CH2:16][N:17]1[CH2:22][CH2:21][O:20][CH2:19][CH2:18]1)[CH2:7][CH2:6]2.O.O.[Sn](Cl)Cl.Cl, predict the reaction product. The product is: [CH3:1][O:2][C:3]1[CH:4]=[C:5]2[C:9](=[CH:10][C:11]=1[NH2:12])[N:8]([C:15](=[O:23])[CH2:16][N:17]1[CH2:18][CH2:19][O:20][CH2:21][CH2:22]1)[CH2:7][CH2:6]2. (6) The product is: [CH2:12]([O:16][C:17](=[O:20])[CH:18]=[CH:19][C:2]1[CH:7]=[CH:6][C:5]([C:8]([F:11])([F:10])[F:9])=[CH:4][CH:3]=1)[CH2:13][CH2:14][CH3:15]. Given the reactants Cl[C:2]1[CH:7]=[CH:6][C:5]([C:8]([F:11])([F:10])[F:9])=[CH:4][CH:3]=1.[CH2:12]([O:16][C:17](=[O:20])[CH:18]=[CH2:19])[CH2:13][CH2:14][CH3:15].C(=O)([O-])[O-].[Na+].[Na+].C12(PC34CC(CC3)CC4)CC(CC1)CC2, predict the reaction product. (7) Given the reactants [C:1]([O:5][C:6]([N:8]1[CH2:13][CH2:12][CH2:11][CH:10]([C:14]([OH:16])=O)[CH2:9]1)=[O:7])([CH3:4])([CH3:3])[CH3:2].[C:17](N1C=CN=C1)([N:19]1C=CN=C1)=O.C(N(CC)CC)C.Cl.CN, predict the reaction product. The product is: [C:1]([O:5][C:6]([N:8]1[CH2:13][CH2:12][CH2:11][CH:10]([C:14](=[O:16])[NH:19][CH3:17])[CH2:9]1)=[O:7])([CH3:4])([CH3:3])[CH3:2].